This data is from Full USPTO retrosynthesis dataset with 1.9M reactions from patents (1976-2016). The task is: Predict the reactants needed to synthesize the given product. (1) Given the product [C:37]([C:36]1[CH:39]=[C:40]([C:2]2[N:7]=[CH:6][N:5]=[C:4]([NH:8][C:9]3[CH:14]=[CH:13][C:12]([C@H:15]4[CH2:19][CH2:18][CH2:17][N:16]4[C:20]([O:22][C:23]([CH3:26])([CH3:25])[CH3:24])=[O:21])=[CH:11][CH:10]=3)[N:3]=2)[CH:41]=[CH:42][C:35]=1[O:34][C@H:33]1[CH2:32][CH2:31][N:30]([C:52](=[O:56])[C@@H:53]([OH:55])[CH3:54])[CH2:29][C@H:28]1[F:27])#[N:38], predict the reactants needed to synthesize it. The reactants are: Cl[C:2]1[N:7]=[CH:6][N:5]=[C:4]([NH:8][C:9]2[CH:14]=[CH:13][C:12]([C@H:15]3[CH2:19][CH2:18][CH2:17][N:16]3[C:20]([O:22][C:23]([CH3:26])([CH3:25])[CH3:24])=[O:21])=[CH:11][CH:10]=2)[N:3]=1.[F:27][C@H:28]1[C@@H:33]([O:34][C:35]2[CH:42]=[CH:41][C:40](B3OC(C)(C)C(C)(C)O3)=[CH:39][C:36]=2[C:37]#[N:38])[CH2:32][CH2:31][N:30]([C:52](=[O:56])[C@@H:53]([OH:55])[CH3:54])[CH2:29]1.C(=O)([O-])[O-].[K+].[K+].O1CCOCC1. (2) Given the product [F:1][C:2]1[CH:11]=[CH:10][C:5]2[N:6]([CH:26]([CH2:31][CH3:32])[C:27]([OH:29])=[O:28])[C:7](=[N:9][C:17](=[O:18])[C:16]3[CH:20]=[CH:21][CH:22]=[C:14]([C:13]([F:24])([F:23])[F:12])[CH:15]=3)[S:8][C:4]=2[CH:3]=1, predict the reactants needed to synthesize it. The reactants are: [F:1][C:2]1[CH:11]=[CH:10][C:5]2[N:6]=[C:7]([NH2:9])[S:8][C:4]=2[CH:3]=1.[F:12][C:13]([F:24])([F:23])[C:14]1[CH:15]=[C:16]([CH:20]=[CH:21][CH:22]=1)[C:17](Cl)=[O:18].Br[CH:26]([CH2:31][CH3:32])[C:27]([O:29]C)=[O:28].COC1C=CC2N=C(N)SC=2C=1.ClC1C=C(C=CC=1)C(Cl)=O.BrCC(OCC)=O. (3) Given the product [CH3:31][NH:33][C:17]([C:14]1[CH:15]=[C:16]2[C:11](=[CH:12][C:13]=1[O:20][CH3:21])[N:10]=[CH:9][CH:8]=[C:7]2[O:6][C:5]1[CH:22]=[CH:23][C:2]([Cl:1])=[C:3]([N+:24]([O-:26])=[O:25])[CH:4]=1)=[O:18], predict the reactants needed to synthesize it. The reactants are: [Cl:1][C:2]1[CH:23]=[CH:22][C:5]([O:6][C:7]2[C:16]3[C:11](=[CH:12][C:13]([O:20][CH3:21])=[C:14]([C:17](O)=[O:18])[CH:15]=3)[N:10]=[CH:9][CH:8]=2)=[CH:4][C:3]=1[N+:24]([O-:26])=[O:25].CN.CO.[CH2:31]([N:33](CC)CC)C.F[P-](F)(F)(F)(F)F.N1(O[P+](N(C)C)(N(C)C)N(C)C)C2C=CC=CC=2N=N1. (4) Given the product [Br:22][C:23]1[N:28]=[C:27]([CH2:29][NH:30]/[CH:14]=[C:5]2\[C:6](=[O:13])[NH:7][C:8](=[O:12])[C:9]3[C:4]\2=[CH:3][C:2]([I:1])=[CH:11][CH:10]=3)[CH:26]=[CH:25][C:24]=1[O:31][CH2:32][CH2:33][CH3:34], predict the reactants needed to synthesize it. The reactants are: [I:1][C:2]1[CH:3]=[C:4]2[C:9](=[CH:10][CH:11]=1)[C:8](=[O:12])[NH:7][C:6](=[O:13])/[C:5]/2=[CH:14]/OC.CN(C)C=O.[Br:22][C:23]1[N:28]=[C:27]([CH2:29][NH2:30])[CH:26]=[CH:25][C:24]=1[O:31][CH2:32][CH2:33][CH3:34].